The task is: Predict the product of the given reaction.. This data is from Forward reaction prediction with 1.9M reactions from USPTO patents (1976-2016). (1) The product is: [C:1]([O:5][C:6]([N:8]1[CH2:16][C:15]2[C:10](=[CH:11][CH:12]=[C:13]([C:17]([NH2:30])=[O:19])[CH:14]=2)[CH2:9]1)=[O:7])([CH3:4])([CH3:3])[CH3:2]. Given the reactants [C:1]([O:5][C:6]([N:8]1[CH2:16][C:15]2[C:10](=[CH:11][CH:12]=[C:13]([C:17]([OH:19])=O)[CH:14]=2)[CH2:9]1)=[O:7])([CH3:4])([CH3:3])[CH3:2].C(Cl)CCl.C1C=CC2N(O)N=[N:30]C=2C=1.N, predict the reaction product. (2) Given the reactants [C:1]([O:5][C:6]1[CH:11]=[CH:10][C:9]([CH2:12][C@H:13]([NH:36]C(=O)OCC2C3C=CC=CC=3C3C2=CC=CC=3)[C:14]([N:16]([CH2:28][CH:29]([O:33][CH2:34][CH3:35])[O:30][CH2:31][CH3:32])[CH2:17][C:18]2[C:27]3[C:22](=[CH:23][CH:24]=[CH:25][CH:26]=3)[CH:21]=[CH:20][CH:19]=2)=[O:15])=[CH:8][CH:7]=1)([CH3:4])([CH3:3])[CH3:2].N1CCCCC1, predict the reaction product. The product is: [NH2:36][C@@H:13]([CH2:12][C:9]1[CH:10]=[CH:11][C:6]([O:5][C:1]([CH3:3])([CH3:2])[CH3:4])=[CH:7][CH:8]=1)[C:14]([N:16]([CH2:28][CH:29]([O:33][CH2:34][CH3:35])[O:30][CH2:31][CH3:32])[CH2:17][C:18]1[C:27]2[C:22](=[CH:23][CH:24]=[CH:25][CH:26]=2)[CH:21]=[CH:20][CH:19]=1)=[O:15].